From a dataset of Catalyst prediction with 721,799 reactions and 888 catalyst types from USPTO. Predict which catalyst facilitates the given reaction. (1) Product: [Cl:20][C:21]1[CH:22]=[CH:23][C:24]([C:30]([F:31])([F:32])[F:33])=[C:25]([CH:29]=1)[C:26](/[N:12]=[C:6]1\[S:7][C:8]([CH3:11])=[C:9]([CH3:10])[N:5]\1[CH2:4][CH2:3][O:2][CH3:1])=[O:27]. The catalyst class is: 1. Reactant: [CH3:1][O:2][CH2:3][CH2:4][N:5]1[C:9]([CH3:10])=[C:8]([CH3:11])[S:7][C:6]1=[NH:12].CCN(CC)CC.[Cl:20][C:21]1[CH:22]=[CH:23][C:24]([C:30]([F:33])([F:32])[F:31])=[C:25]([CH:29]=1)[C:26](Cl)=[O:27]. (2) Reactant: N1C=CC=CC=1.S(=O)(=O)=O.[CH:11]([N:24]1[CH2:27][CH:26]([OH:28])[CH2:25]1)([C:18]1[CH:23]=[CH:22][CH:21]=[CH:20][CH:19]=1)[C:12]1[CH:17]=[CH:16][CH:15]=[CH:14][CH:13]=1.C(N(CC)CC)C.O. Product: [CH:11]([N:24]1[CH2:27][C:26](=[O:28])[CH2:25]1)([C:18]1[CH:23]=[CH:22][CH:21]=[CH:20][CH:19]=1)[C:12]1[CH:13]=[CH:14][CH:15]=[CH:16][CH:17]=1. The catalyst class is: 774.